This data is from Full USPTO retrosynthesis dataset with 1.9M reactions from patents (1976-2016). The task is: Predict the reactants needed to synthesize the given product. (1) Given the product [F:30][C:27]1[CH:28]=[CH:29][C:24]([CH2:23][C:22](=[O:21])[CH2:14][C:13]([C:11]2[N:10]=[N:9][N:8]([CH2:7][C:6]3[CH:16]=[CH:17][C:3]([O:2][CH3:1])=[CH:4][CH:5]=3)[CH:12]=2)=[O:15])=[CH:25][CH:26]=1, predict the reactants needed to synthesize it. The reactants are: [CH3:1][O:2][C:3]1[CH:17]=[CH:16][C:6]([CH2:7][N:8]2[CH:12]=[C:11]([C:13](=[O:15])[CH3:14])[N:10]=[N:9]2)=[CH:5][CH:4]=1.[H-].[Na+].C[O:21][C:22](=O)[CH2:23][C:24]1[CH:29]=[CH:28][C:27]([F:30])=[CH:26][CH:25]=1. (2) Given the product [N+:23]([C:26]1[CH:31]=[CH:30][CH:29]=[CH:28][C:27]=1[CH2:1][CH:2]=[O:3])([O-:25])=[O:24], predict the reactants needed to synthesize it. The reactants are: [CH3:1][C:2](OI1(OC(C)=O)(OC(C)=O)OC(=O)C2C=CC=CC1=2)=[O:3].[N+:23]([C:26]1[CH:31]=[CH:30][CH:29]=[CH:28][C:27]=1O)([O-:25])=[O:24].C(=O)([O-])O.[Na+].S([O-])([O-])(=O)=S.[Na+].[Na+]. (3) Given the product [NH2:11][C:4]1[CH:3]=[C:2]([CH3:1])[CH:10]=[CH:9][C:5]=1[C:6]([NH2:8])=[O:7], predict the reactants needed to synthesize it. The reactants are: [CH3:1][C:2]1[CH:10]=[CH:9][C:5]([C:6]([NH2:8])=[O:7])=[C:4]([N+:11]([O-])=O)[CH:3]=1.[NH4+].[Cl-].